This data is from Catalyst prediction with 721,799 reactions and 888 catalyst types from USPTO. The task is: Predict which catalyst facilitates the given reaction. (1) Reactant: C([O:3][C:4](=O)[CH2:5][N:6]1[C:10]([CH2:11][CH3:12])=[C:9]([CH2:13][C:14]2[CH:22]=[C:21]([CH3:23])[C:20]([O:24][CH3:25])=[C:19]3[C:15]=2[CH2:16][CH2:17][CH2:18]3)[C:8]([CH2:26][CH3:27])=[N:7]1)C.O.[NH2:30][NH2:31]. Product: [CH2:26]([C:8]1[C:9]([CH2:13][C:14]2[CH:22]=[C:21]([CH3:23])[C:20]([O:24][CH3:25])=[C:19]3[C:15]=2[CH2:16][CH2:17][CH2:18]3)=[C:10]([CH2:11][CH3:12])[N:6]([CH2:5][C:4]([NH:30][NH2:31])=[O:3])[N:7]=1)[CH3:27]. The catalyst class is: 6. (2) Reactant: [CH2:1]([O:3][C:4]([N:6]1[C:15]2[C:10](=[N:11][C:12]([OH:16])=[CH:13][CH:14]=2)[C@@H:9]([NH:17][C:18]2[N:23]=[C:22]([CH2:24][C:25]3[CH:30]=[C:29]([C:31]([F:34])([F:33])[F:32])[CH:28]=[C:27]([C:35]([F:38])([F:37])[F:36])[CH:26]=3)[C:21]([O:39][CH2:40][CH2:41][CH2:42][C:43]([O:45][CH2:46][CH3:47])=[O:44])=[CH:20][N:19]=2)[CH2:8][C@H:7]1[CH2:48][CH3:49])=[O:5])[CH3:2].N1C=CC=CC=1.[F:56][C:57]([F:70])([F:69])[S:58](O[S:58]([C:57]([F:70])([F:69])[F:56])(=[O:60])=[O:59])(=[O:60])=[O:59]. Product: [CH2:1]([O:3][C:4]([N:6]1[C:15]2[C:10](=[N:11][C:12]([O:16][S:58]([C:57]([F:70])([F:69])[F:56])(=[O:60])=[O:59])=[CH:13][CH:14]=2)[C@@H:9]([NH:17][C:18]2[N:23]=[C:22]([CH2:24][C:25]3[CH:26]=[C:27]([C:35]([F:38])([F:37])[F:36])[CH:28]=[C:29]([C:31]([F:32])([F:33])[F:34])[CH:30]=3)[C:21]([O:39][CH2:40][CH2:41][CH2:42][C:43]([O:45][CH2:46][CH3:47])=[O:44])=[CH:20][N:19]=2)[CH2:8][C@H:7]1[CH2:48][CH3:49])=[O:5])[CH3:2]. The catalyst class is: 2. (3) Reactant: [Al+3].[Cl-].[Cl-].[Cl-].[Na+].[Cl-].[Br:7][C:8]1[CH:13]=[CH:12][C:11]([C:14](=[O:18])[CH2:15][CH2:16]Cl)=[CH:10][CH:9]=1. Product: [Br:7][C:8]1[CH:13]=[C:12]2[C:11](=[CH:10][CH:9]=1)[C:14](=[O:18])[CH2:15][CH2:16]2. The catalyst class is: 15. (4) Reactant: [CH:1]([C:4]1[CH:9]=[CH:8][C:7]([S:10]([C:13]2[CH:18]=[CH:17][C:16]([NH:19][CH3:20])=[CH:15][CH:14]=2)(=[O:12])=[O:11])=[CH:6][C:5]=1[S:21]([NH:24][CH:25]1[CH2:30][CH2:29][N:28](C(OC(C)(C)C)=O)[CH2:27][CH2:26]1)(=[O:23])=[O:22])([CH3:3])[CH3:2].Cl. Product: [CH:1]([C:4]1[CH:9]=[CH:8][C:7]([S:10]([C:13]2[CH:14]=[CH:15][C:16]([NH:19][CH3:20])=[CH:17][CH:18]=2)(=[O:11])=[O:12])=[CH:6][C:5]=1[S:21]([NH:24][CH:25]1[CH2:30][CH2:29][NH:28][CH2:27][CH2:26]1)(=[O:22])=[O:23])([CH3:3])[CH3:2]. The catalyst class is: 12. (5) Reactant: [CH3:1][C:2]12[CH2:12][C:6]3([CH2:13][N:14]4[CH:18]=[CH:17][CH:16]=[N:15]4)[CH2:7][C:8]([CH3:11])([CH2:10][C:4]([O:19][CH2:20][CH2:21][OH:22])([CH2:5]3)[CH2:3]1)[CH2:9]2.[CH2:23]([Li])CCC.IC. Product: [CH3:11][C:8]12[CH2:7][C:6]3([CH2:13][N:14]4[C:18]([CH3:23])=[CH:17][CH:16]=[N:15]4)[CH2:12][C:2]([CH3:1])([CH2:3][C:4]([O:19][CH2:20][CH2:21][OH:22])([CH2:5]3)[CH2:10]1)[CH2:9]2. The catalyst class is: 7. (6) Reactant: [CH3:1][N:2]([CH3:21])[CH2:3][CH2:4][CH2:5][N:6]([CH3:20])[C:7]1[CH:12]=[CH:11][C:10]([N+:13]([O-])=O)=[CH:9][C:8]=1[C:16]([F:19])([F:18])[F:17]. Product: [CH3:21][N:2]([CH3:1])[CH2:3][CH2:4][CH2:5][N:6]([CH3:20])[C:7]1[CH:12]=[CH:11][C:10]([NH2:13])=[CH:9][C:8]=1[C:16]([F:17])([F:19])[F:18]. The catalyst class is: 94. (7) Reactant: [NH:1]1[C:10]2[C:5](=[CH:6][CH:7]=[CH:8][CH:9]=2)[CH2:4][CH2:3][CH2:2]1.Cl.[C:12](Cl)(=[O:19])[C:13]1[CH:18]=[CH:17][N:16]=[CH:15][CH:14]=1.C(N(CC)CC)C. Product: [C:12]([N:1]1[C:10]2[C:5](=[CH:6][CH:7]=[CH:8][CH:9]=2)[CH2:4][CH2:3][CH2:2]1)(=[O:19])[C:13]1[CH:18]=[CH:17][N:16]=[CH:15][CH:14]=1. The catalyst class is: 2.